Dataset: Catalyst prediction with 721,799 reactions and 888 catalyst types from USPTO. Task: Predict which catalyst facilitates the given reaction. Reactant: [C:1](Cl)(=O)[C:2]([Cl:4])=[O:3].[Cl:7][C:8]1[CH:9]=C([CH:14]=[CH:15][C:16]=1[O:17][CH2:18][C:19]([F:22])([F:21])[F:20])C(O)=O.CN(C)C=O. Product: [Cl:7][C:8]1[CH:9]=[C:1]([CH:14]=[CH:15][C:16]=1[O:17][CH2:18][C:19]([F:20])([F:21])[F:22])[C:2]([Cl:4])=[O:3]. The catalyst class is: 4.